From a dataset of Full USPTO retrosynthesis dataset with 1.9M reactions from patents (1976-2016). Predict the reactants needed to synthesize the given product. (1) Given the product [Br:27][C:17]1[C:18]2[C:9]([CH:10]=[C:11]3[C:16]=1[CH:15]=[C:14]([C:21]1[CH:26]=[CH:25][CH:24]=[CH:23][CH:22]=1)[CH:13]=[CH:12]3)=[CH:8][C:7]([C:1]1[CH:6]=[CH:5][CH:4]=[CH:3][CH:2]=1)=[CH:20][CH:19]=2, predict the reactants needed to synthesize it. The reactants are: [C:1]1([C:7]2[CH:20]=[CH:19][C:18]3[C:9](=[CH:10][C:11]4[C:16]([CH:17]=3)=[CH:15][C:14]([C:21]3[CH:26]=[CH:25][CH:24]=[CH:23][CH:22]=3)=[CH:13][CH:12]=4)[CH:8]=2)[CH:6]=[CH:5][CH:4]=[CH:3][CH:2]=1.[Br:27]N1C(=O)CCC1=O.O. (2) The reactants are: [CH3:1][CH:2]1[C:19](=O)[C:5]2=[CH:6][C:7]3[C:8]([CH3:18])([CH3:17])[C:9]4[C:14]([C:15]=3[CH:16]=[C:4]2[CH2:3]1)=[CH:13][CH:12]=[CH:11][CH:10]=4.[BH4-].[Na+]. Given the product [CH3:1][C:2]1[CH2:3][C:4]2[C:5]([CH:19]=1)=[CH:6][C:7]1[C:8]([CH3:18])([CH3:17])[C:9]3[C:14]([C:15]=1[CH:16]=2)=[CH:13][CH:12]=[CH:11][CH:10]=3, predict the reactants needed to synthesize it. (3) The reactants are: [Cl:1][C:2]1[N:7]=[C:6](Cl)[CH:5]=[C:4]([CH3:9])[N:3]=1.[NH2:10][C:11]1[CH:16]=[CH:15][C:14]([CH3:17])=[CH:13][CH:12]=1.C(N(CC)CC)C. Given the product [Cl:1][C:2]1[N:7]=[C:6]([NH:10][C:11]2[CH:16]=[CH:15][C:14]([CH3:17])=[CH:13][CH:12]=2)[CH:5]=[C:4]([CH3:9])[N:3]=1, predict the reactants needed to synthesize it. (4) Given the product [F:20][C:17]([F:18])([F:19])[C:12]([C:3]1[CH:4]=[CH:5][C:6]2[C:11](=[CH:10][CH:9]=[CH:8][CH:7]=2)[C:2]=1[NH:1][C:22](=[O:27])[CH2:23][CH2:24][CH:25]=[CH2:26])([OH:21])[C:13]([F:14])([F:15])[F:16], predict the reactants needed to synthesize it. The reactants are: [NH2:1][C:2]1[C:11]2[C:6](=[CH:7][CH:8]=[CH:9][CH:10]=2)[CH:5]=[CH:4][C:3]=1[C:12]([OH:21])([C:17]([F:20])([F:19])[F:18])[C:13]([F:16])([F:15])[F:14].[C:22](Cl)(=[O:27])[CH2:23][CH2:24][CH:25]=[CH2:26]. (5) Given the product [N:43]1([CH2:48][CH2:49][CH2:50][NH:51][C:11]([C:13]2[C:17]([CH3:18])=[C:16](/[CH:19]=[C:20]3\[C:21](=[O:41])[NH:22][C:23]4[C:28]\3=[CH:27][C:26]([S:29]([CH2:32][C:33]3[C:34]([Cl:40])=[CH:35][CH:36]=[CH:37][C:38]=3[Cl:39])(=[O:30])=[O:31])=[CH:25][CH:24]=4)[NH:15][C:14]=2[CH3:42])=[O:12])[CH:47]=[CH:46][N:45]=[CH:44]1, predict the reactants needed to synthesize it. The reactants are: N1C2C(=NC=CC=2)N(O[C:11]([C:13]2[C:17]([CH3:18])=[C:16](/[CH:19]=[C:20]3\[C:21](=[O:41])[NH:22][C:23]4[C:28]\3=[CH:27][C:26]([S:29]([CH2:32][C:33]3[C:38]([Cl:39])=[CH:37][CH:36]=[CH:35][C:34]=3[Cl:40])(=[O:31])=[O:30])=[CH:25][CH:24]=4)[NH:15][C:14]=2[CH3:42])=[O:12])N=1.[N:43]1([CH2:48][CH2:49][CH2:50][NH2:51])[CH:47]=[CH:46][N:45]=[CH:44]1.